Dataset: Reaction yield outcomes from USPTO patents with 853,638 reactions. Task: Predict the reaction yield, written as a fraction of the theoretical maximum amount of product (1.0 means a 100% yield; for example, 0.34 means a 34% yield). (1) The reactants are [CH3:1][C:2]([C:5]1[CH:23]=[CH:22][C:8]2[CH:9]=[C:10]([C:17]([O:19][CH2:20][CH3:21])=[O:18])[CH:11]([C:13]([F:16])([F:15])[F:14])[O:12][C:7]=2[CH:6]=1)([CH3:4])[CH3:3].C(O)(=O)C.O.[Cl:29]Cl. The catalyst is C(OCC)(=O)C.[Zn]. The product is [Cl:29][C:23]1[C:5]([C:2]([CH3:3])([CH3:1])[CH3:4])=[CH:6][C:7]2[O:12][CH:11]([C:13]([F:15])([F:16])[F:14])[C:10]([C:17]([O:19][CH2:20][CH3:21])=[O:18])=[CH:9][C:8]=2[CH:22]=1. The yield is 1.06. (2) The catalyst is CN(C=O)C. The product is [NH2:43][CH2:47][CH2:46][NH:45][C:28]([C:27]1[CH:31]=[C:32]([F:35])[CH:33]=[CH:34][C:26]=1[CH2:25][NH:24][C:22]([C:10]1[N:11]=[C:12]2[N:17]([C:18](=[O:19])[C:9]=1[O:8][CH2:1][C:2]1[CH:3]=[CH:4][CH:5]=[CH:6][CH:7]=1)[CH2:16][CH2:15][O:14][C:13]2([CH3:21])[CH3:20])=[O:23])=[O:29]. The yield is 0.870. The reactants are [CH2:1]([O:8][C:9]1[C:18](=[O:19])[N:17]2[C:12]([C:13]([CH3:21])([CH3:20])[O:14][CH2:15][CH2:16]2)=[N:11][C:10]=1[C:22]([NH:24][CH2:25][C:26]1[CH:34]=[CH:33][C:32]([F:35])=[CH:31][C:27]=1[C:28](O)=[O:29])=[O:23])[C:2]1[CH:7]=[CH:6][CH:5]=[CH:4][CH:3]=1.F[P-](F)(F)(F)(F)F.[N:43]1(OC(N(C)C)=[N+](C)C)[C:47]2N=CC=C[C:46]=2[N:45]=N1.C(CN)O. (3) The reactants are [I:1][C:2]1[CH:8]=[CH:7][C:5]([NH2:6])=[C:4]([F:9])[CH:3]=1.[C:10](OC(=O)C)(=[O:12])C.C(O)=O. The catalyst is O1CCCC1.C1(C)C=CC=CC=1.C(OCC)(=O)C.Cl. The product is [F:9][C:4]1[CH:3]=[C:2]([I:1])[CH:8]=[CH:7][C:5]=1[NH:6][CH:10]=[O:12]. The yield is 0.970. (4) The yield is 0.140. No catalyst specified. The product is [CH2:1]([O:3][C:4]1[CH:5]=[C:6]2[C:11](=[C:12]3[CH2:16][C:15]([CH3:18])([CH3:17])[O:14][C:13]=13)[C:10]([C:19]1[CH:20]=[C:21]([CH:26]=[CH:27][CH:28]=1)[C:22]([NH:24][CH3:25])=[O:23])=[N:9][C:8]([CH3:29])([CH3:30])[CH:7]2[OH:37])[CH3:2]. The reactants are [CH2:1]([O:3][C:4]1[CH:5]=[C:6]2[C:11](=[C:12]3[CH2:16][C:15]([CH3:18])([CH3:17])[O:14][C:13]=13)[C:10]([C:19]1[CH:20]=[C:21]([CH:26]=[CH:27][CH:28]=1)[C:22]([NH:24][CH3:25])=[O:23])=[N:9][C:8]([CH3:30])([CH3:29])[CH2:7]2)[CH3:2].BrN1C(=[O:37])CCC1=O.N(C(C)(C)C#N)=NC(C)(C)C#N.